Dataset: NCI-60 drug combinations with 297,098 pairs across 59 cell lines. Task: Regression. Given two drug SMILES strings and cell line genomic features, predict the synergy score measuring deviation from expected non-interaction effect. (1) Drug 1: CN1C(=O)N2C=NC(=C2N=N1)C(=O)N. Drug 2: CC1CCCC2(C(O2)CC(NC(=O)CC(C(C(=O)C(C1O)C)(C)C)O)C(=CC3=CSC(=N3)C)C)C. Cell line: SK-MEL-5. Synergy scores: CSS=43.7, Synergy_ZIP=3.02, Synergy_Bliss=1.53, Synergy_Loewe=-30.4, Synergy_HSA=-0.976. (2) Drug 1: CN1C2=C(C=C(C=C2)N(CCCl)CCCl)N=C1CCCC(=O)O.Cl. Drug 2: CC1CCC2CC(C(=CC=CC=CC(CC(C(=O)C(C(C(=CC(C(=O)CC(OC(=O)C3CCCCN3C(=O)C(=O)C1(O2)O)C(C)CC4CCC(C(C4)OC)O)C)C)O)OC)C)C)C)OC. Cell line: MCF7. Synergy scores: CSS=-0.226, Synergy_ZIP=0.719, Synergy_Bliss=0.275, Synergy_Loewe=0.387, Synergy_HSA=-0.831. (3) Drug 1: C1CC(=O)NC(=O)C1N2CC3=C(C2=O)C=CC=C3N. Drug 2: C1CN(CCN1C(=O)CCBr)C(=O)CCBr. Cell line: SK-MEL-28. Synergy scores: CSS=10.3, Synergy_ZIP=-3.41, Synergy_Bliss=-4.41, Synergy_Loewe=-5.61, Synergy_HSA=-4.10. (4) Drug 1: C1=NNC2=C1C(=O)NC=N2. Drug 2: C1CN(P(=O)(OC1)NCCCl)CCCl. Cell line: SK-MEL-28. Synergy scores: CSS=4.26, Synergy_ZIP=-4.55, Synergy_Bliss=-6.92, Synergy_Loewe=-4.42, Synergy_HSA=-4.46. (5) Drug 1: C1CCN(CC1)CCOC2=CC=C(C=C2)C(=O)C3=C(SC4=C3C=CC(=C4)O)C5=CC=C(C=C5)O. Drug 2: C1=CN(C=N1)CC(O)(P(=O)(O)O)P(=O)(O)O. Cell line: ACHN. Synergy scores: CSS=9.20, Synergy_ZIP=-4.23, Synergy_Bliss=-0.297, Synergy_Loewe=-2.56, Synergy_HSA=-2.34. (6) Drug 1: C1CCC(C1)C(CC#N)N2C=C(C=N2)C3=C4C=CNC4=NC=N3. Synergy scores: CSS=29.3, Synergy_ZIP=9.65, Synergy_Bliss=13.9, Synergy_Loewe=-11.9, Synergy_HSA=7.49. Drug 2: C1CC(=O)NC(=O)C1N2C(=O)C3=CC=CC=C3C2=O. Cell line: KM12. (7) Drug 1: CN(C)N=NC1=C(NC=N1)C(=O)N. Synergy scores: CSS=42.1, Synergy_ZIP=2.31, Synergy_Bliss=4.21, Synergy_Loewe=-10.6, Synergy_HSA=6.83. Drug 2: CN(C)C1=NC(=NC(=N1)N(C)C)N(C)C. Cell line: LOX IMVI. (8) Drug 1: C1=CC(=CC=C1CCC2=CNC3=C2C(=O)NC(=N3)N)C(=O)NC(CCC(=O)O)C(=O)O. Drug 2: CC(CN1CC(=O)NC(=O)C1)N2CC(=O)NC(=O)C2. Cell line: IGROV1. Synergy scores: CSS=40.0, Synergy_ZIP=-0.776, Synergy_Bliss=5.41, Synergy_Loewe=7.92, Synergy_HSA=9.62. (9) Drug 1: CC1C(C(CC(O1)OC2CC(CC3=C2C(=C4C(=C3O)C(=O)C5=C(C4=O)C(=CC=C5)OC)O)(C(=O)C)O)N)O.Cl. Drug 2: CC12CCC3C(C1CCC2O)C(CC4=C3C=CC(=C4)O)CCCCCCCCCS(=O)CCCC(C(F)(F)F)(F)F. Cell line: U251. Synergy scores: CSS=38.4, Synergy_ZIP=0.254, Synergy_Bliss=-1.22, Synergy_Loewe=-11.4, Synergy_HSA=-0.805.